Dataset: Full USPTO retrosynthesis dataset with 1.9M reactions from patents (1976-2016). Task: Predict the reactants needed to synthesize the given product. (1) Given the product [CH3:13][N:14]([CH3:16])[CH:15]=[CH:10][C:9]1[CH:8]=[CH:7][C:6]([C:12]#[N:19])=[CH:5][C:4]=1[N+:1]([O-:3])=[O:2], predict the reactants needed to synthesize it. The reactants are: [N+:1]([C:4]1[CH:5]=[C:6]([CH3:12])[CH:7]=[CH:8][C:9]=1[C:10]#N)([O-:3])=[O:2].[CH3:13][N:14]([CH:16]=O)[CH3:15].C[NH:19]C.CN(C)C=O. (2) Given the product [Br:1][C:2]1[CH:7]=[CH:6][C:5]([CH:8]([O:12][CH2:13][CH2:14][CH3:15])[C:9]([NH:24][CH2:23][C:22]2[CH:25]=[CH:26][C:19]([C:18]#[N:17])=[CH:20][CH:21]=2)=[O:11])=[C:4]([F:16])[CH:3]=1, predict the reactants needed to synthesize it. The reactants are: [Br:1][C:2]1[CH:7]=[CH:6][C:5]([CH:8]([O:12][CH2:13][CH2:14][CH3:15])[C:9]([OH:11])=O)=[C:4]([F:16])[CH:3]=1.[NH2:17][CH2:18][C:19]1[CH:26]=[CH:25][C:22]([C:23]#[N:24])=[CH:21][CH:20]=1. (3) Given the product [F:13][CH:2]([F:1])[CH:3]1[C:12]2[C:7](=[CH:8][CH:9]=[CH:10][CH:11]=2)[N:6]([CH2:15][C:16]([NH2:18])=[O:17])[CH2:5][CH2:4]1, predict the reactants needed to synthesize it. The reactants are: [F:1][CH:2]([F:13])[CH:3]1[C:12]2[C:7](=[CH:8][CH:9]=[CH:10][CH:11]=2)[NH:6][CH2:5][CH2:4]1.I[CH2:15][C:16]([NH2:18])=[O:17].CCN(C(C)C)C(C)C.[OH-].[Na+]. (4) The reactants are: Cl[C:2]1[CH:7]=[CH:6][C:5]([N+:8]([O-:10])=[O:9])=[CH:4][N:3]=1.[CH3:11][C:12]1[CH:17]=[CH:16][CH:15]=[C:14]([CH3:18])[C:13]=1B(O)O. Given the product [CH3:11][C:12]1[CH:17]=[CH:16][CH:15]=[C:14]([CH3:18])[C:13]=1[C:2]1[CH:7]=[CH:6][C:5]([N+:8]([O-:10])=[O:9])=[CH:4][N:3]=1, predict the reactants needed to synthesize it.